Task: Regression. Given two drug SMILES strings and cell line genomic features, predict the synergy score measuring deviation from expected non-interaction effect.. Dataset: NCI-60 drug combinations with 297,098 pairs across 59 cell lines Drug 1: C1C(C(OC1N2C=NC3=C2NC=NCC3O)CO)O. Drug 2: C(CCl)NC(=O)N(CCCl)N=O. Cell line: UO-31. Synergy scores: CSS=2.23, Synergy_ZIP=-0.680, Synergy_Bliss=0.139, Synergy_Loewe=2.09, Synergy_HSA=0.358.